This data is from hERG Central: cardiac toxicity at 1µM, 10µM, and general inhibition. The task is: Predict hERG channel inhibition at various concentrations. (1) The drug is CC(C)C(=O)N1CCN(c2ccccc2NC(=O)c2ccc(C#N)cc2F)CC1. Results: hERG_inhib (hERG inhibition (general)): blocker. (2) The molecule is C=CCn1c(=N)c(C(=O)NCCCOC)cc2c(=O)n3cc(C)ccc3nc21. Results: hERG_inhib (hERG inhibition (general)): blocker. (3) The molecule is Cc1ccccc1-c1ccc(Nc2ccc(N3CCOCC3)cc2)nn1. Results: hERG_inhib (hERG inhibition (general)): blocker. (4) The compound is O=C(C1CCCN(S(=O)(=O)c2cc(Cl)ccc2Cl)C1)N1CCCCCC1. Results: hERG_inhib (hERG inhibition (general)): blocker.